Dataset: hERG potassium channel inhibition data for cardiac toxicity prediction from Karim et al.. Task: Regression/Classification. Given a drug SMILES string, predict its toxicity properties. Task type varies by dataset: regression for continuous values (e.g., LD50, hERG inhibition percentage) or binary classification for toxic/non-toxic outcomes (e.g., AMES mutagenicity, cardiotoxicity, hepatotoxicity). Dataset: herg_karim. (1) The molecule is O=C(Nc1cccc(C(F)(F)F)c1)N1CCN(C[C@@H]2CCCN(C3CC3)C2)CC1. The result is 0 (non-blocker). (2) The compound is NC1C(=O)NCC1Oc1ccc2ncc(F)c(CCC34CCC(NCc5ccc6c(n5)NC(=O)CO6)(CC3)CO4)c2n1. The result is 0 (non-blocker).